This data is from Full USPTO retrosynthesis dataset with 1.9M reactions from patents (1976-2016). The task is: Predict the reactants needed to synthesize the given product. (1) Given the product [CH3:51][O:50][N:49]([CH3:48])[C:23]([C@@H:10]1[CH2:9][C@@H:8]([O:7][CH:2]2[CH2:3][CH2:4][CH2:5][CH2:6][O:1]2)[CH2:12][N:11]1[C:13]([O:15][CH2:16][C:17]1[CH:18]=[CH:19][CH:20]=[CH:21][CH:22]=1)=[O:14])=[O:25], predict the reactants needed to synthesize it. The reactants are: [O:1]1[CH2:6][CH2:5][CH2:4][CH2:3][CH:2]1[O:7][C@H:8]1[CH2:12][N:11]([C:13]([O:15][CH2:16][C:17]2[CH:22]=[CH:21][CH:20]=[CH:19][CH:18]=2)=[O:14])[C@H:10]([C:23]([O:25]CC)=O)[CH2:9]1.[OH-].[Na+].C1(P(N=[N+]=[N-])(C2C=CC=CC=2)=O)C=CC=CC=1.Cl.[CH3:48][NH:49][O:50][CH3:51].Cl. (2) Given the product [O-:4][S:2]([C:5]([F:8])([F:7])[F:6])(=[O:3])=[O:1].[NH+:12]1[CH:16]=[CH:15][NH:14][CH:13]=1.[Br:22][C:23]([Br:27])([Br:26])[CH2:24][O:25][C:10](=[O:11])[O-:31].[NH+:39]1[CH:42]=[CH:44][NH:36][CH:37]=1, predict the reactants needed to synthesize it. The reactants are: [O:1](C)[S:2]([C:5]([F:8])([F:7])[F:6])(=[O:4])=[O:3].[C:10](N1C=CN=C1)([N:12]1[CH:16]=[CH:15][N:14]=[CH:13]1)=[O:11].[Br:22][C:23]([Br:27])([Br:26])[CH2:24][OH:25].[C@@H]1([N:36]2[CH:44]=[C:42](C)C(=O)[NH:39][C:37]2=O)O[C@H](CO)[C@@H]([OH:31])C1. (3) Given the product [CH:1]1([CH2:7][CH2:8][CH2:9][C@@H:10]([C:15]2[O:19][N:18]=[C:17]([C:20]([N:22]([CH3:23])[CH2:24][C:25]([O:27][CH3:28])=[O:26])=[O:21])[N:16]=2)[CH2:11][C:12]([NH:47][OH:46])=[O:13])[CH2:6][CH2:5][CH2:4][CH2:3][CH2:2]1, predict the reactants needed to synthesize it. The reactants are: [CH:1]1([CH2:7][CH2:8][CH2:9][C@@H:10]([C:15]2[O:19][N:18]=[C:17]([C:20]([N:22]([CH2:24][C:25]([O:27][CH3:28])=[O:26])[CH3:23])=[O:21])[N:16]=2)[CH2:11][C:12](O)=[O:13])[CH2:6][CH2:5][CH2:4][CH2:3][CH2:2]1.CN1CCOCC1.ClC(OCC(C)C)=O.C[Si](C)(C)[O:46][NH2:47].